Dataset: Forward reaction prediction with 1.9M reactions from USPTO patents (1976-2016). Task: Predict the product of the given reaction. (1) The product is: [NH2:30][C:31]1[C:36]([C:37](=[O:42])[C:38]([F:39])([F:41])[F:40])=[CH:35][CH:34]=[C:33]([NH:43][CH2:44][CH2:45][NH:46][C:3]2[N:8]3[N:9]=[C:10]([CH:12]4[CH2:17][CH2:16][N:15]([CH:18]([CH3:20])[CH3:19])[CH2:14][CH2:13]4)[N:11]=[C:7]3[CH:6]=[C:5]([C:21]3[CH:26]=[CH:25][C:24]([Cl:27])=[CH:23][C:22]=3[Cl:28])[N:4]=2)[N:32]=1. Given the reactants Cl.Cl[C:3]1[N:8]2[N:9]=[C:10]([CH:12]3[CH2:17][CH2:16][N:15]([CH:18]([CH3:20])[CH3:19])[CH2:14][CH2:13]3)[N:11]=[C:7]2[CH:6]=[C:5]([C:21]2[CH:26]=[CH:25][C:24]([Cl:27])=[CH:23][C:22]=2[Cl:28])[N:4]=1.Cl.[NH2:30][C:31]1[C:36]([C:37](=[O:42])[C:38]([F:41])([F:40])[F:39])=[CH:35][CH:34]=[C:33]([NH:43][CH2:44][CH2:45][NH2:46])[N:32]=1.C(N(CC)C(C)C)(C)C, predict the reaction product. (2) Given the reactants [C:1]([NH:8][C@H](C(O)=O)CCC(O)=O)(OC(C)(C)C)=[O:2].[N:18]1C=CC=CC=1.[CH3:36][C:35]([O:34][C:32](O[C:32]([O:34][C:35]([CH3:38])([CH3:37])[CH3:36])=[O:33])=[O:33])([CH3:38])[CH3:37].C(=O)(O)[O-].[NH4+:43].[CH2:44]1[CH2:48][O:47][CH2:46][CH2:45]1, predict the reaction product. The product is: [C:35]([O:34][C:32]([NH:43][C@@H:48]([CH2:44][CH2:45][C:46]([NH2:18])=[O:47])[C:1]([NH2:8])=[O:2])=[O:33])([CH3:36])([CH3:37])[CH3:38]. (3) Given the reactants Br[C:2]1[N:6]2[N:7]=[C:8]([NH:16][CH2:17][CH:18]([CH3:21])[CH2:19]C)[C:9]3[N:10]([CH3:15])[CH2:11][CH2:12][O:13][C:14]=3[C:5]2=[N:4][N:3]=1.[F:22][C:23]1[CH:28]=[CH:27][C:26](B(O)O)=[CH:25][CH:24]=1.C(=O)([O-])[O-].[Cs+].[Cs+], predict the reaction product. The product is: [CH:18]1([CH2:17][NH:16][C:8]2[C:9]3[N:10]([CH3:15])[CH2:11][CH2:12][O:13][C:14]=3[C:5]3=[N:4][N:3]=[C:2]([C:26]4[CH:27]=[CH:28][C:23]([F:22])=[CH:24][CH:25]=4)[N:6]3[N:7]=2)[CH2:19][CH2:21]1. (4) Given the reactants [Br:1][C:2]1[S:6][C:5]([C:7]2[NH:11][N:10]=[N:9][N:8]=2)=[N:4][N:3]=1.C([O-])([O-])=O.[Cs+].[Cs+].Br[CH2:19][C:20]([O:22][CH2:23][CH3:24])=[O:21], predict the reaction product. The product is: [Br:1][C:2]1[S:6][C:5]([C:7]2[N:8]=[N:9][N:10]([CH2:19][C:20]([O:22][CH2:23][CH3:24])=[O:21])[N:11]=2)=[N:4][N:3]=1. (5) Given the reactants [CH3:1][O:2][C:3](=[O:21])[CH:4]=[CH:5][C:6]1[CH:7]=[C:8]2[C:12](=[CH:13][CH:14]=1)[N:11]([CH:15]1[CH2:20][CH2:19][CH2:18][CH2:17][CH2:16]1)[CH2:10][CH2:9]2, predict the reaction product. The product is: [CH3:1][O:2][C:3](=[O:21])[CH2:4][CH2:5][C:6]1[CH:7]=[C:8]2[C:12](=[CH:13][CH:14]=1)[N:11]([CH:15]1[CH2:16][CH2:17][CH2:18][CH2:19][CH2:20]1)[CH2:10][CH2:9]2. (6) Given the reactants [H-].[Na+].Cl[CH2:4][C:5]([NH:7][C:8]1[CH:13]=[CH:12][C:11]([C:14]2[CH:19]=[CH:18][C:17]([C:20]([F:23])([F:22])[F:21])=[CH:16][CH:15]=2)=[CH:10][C:9]=1[CH2:24][OH:25])=[O:6], predict the reaction product. The product is: [F:21][C:20]([F:23])([F:22])[C:17]1[CH:18]=[CH:19][C:14]([C:11]2[CH:12]=[CH:13][C:8]3[NH:7][C:5](=[O:6])[CH2:4][O:25][CH2:24][C:9]=3[CH:10]=2)=[CH:15][CH:16]=1. (7) Given the reactants [F:1][C:2]1[CH:3]=[CH:4][C:5]([O:9][CH:10]([CH3:12])[CH3:11])=[C:6]([NH2:8])[CH:7]=1.C(OC1C=C[C:20]([S:23](N)(=O)=O)=CC=1N=C=S)(C)C, predict the reaction product. The product is: [F:1][C:2]1[CH:3]=[CH:4][C:5]([O:9][CH:10]([CH3:12])[CH3:11])=[C:6]([N:8]=[C:20]=[S:23])[CH:7]=1.